Predict which catalyst facilitates the given reaction. From a dataset of Catalyst prediction with 721,799 reactions and 888 catalyst types from USPTO. (1) Product: [ClH:44].[CH3:1][N:2]1[CH2:7][CH2:6][N:5]([CH2:8][CH2:9][O:10][C:11]2[CH:16]=[CH:15][N:14]3[N:17]=[C:18]([CH3:42])[C:19]([C:20]4[S:21][C:22]([C:31]5[N:35]=[CH:34][NH:33][N:32]=5)=[C:23]([C:25]5[CH:30]=[CH:29][CH:28]=[CH:27][CH:26]=5)[N:24]=4)=[C:13]3[CH:12]=2)[CH2:4][C:3]1=[O:43]. Reactant: [CH3:1][N:2]1[CH2:7][CH2:6][N:5]([CH2:8][CH2:9][O:10][C:11]2[CH:16]=[CH:15][N:14]3[N:17]=[C:18]([CH3:42])[C:19]([C:20]4[S:21][C:22]([C:31]5[N:35]=[CH:34][N:33](C6CCCCO6)[N:32]=5)=[C:23]([C:25]5[CH:30]=[CH:29][CH:28]=[CH:27][CH:26]=5)[N:24]=4)=[C:13]3[CH:12]=2)[CH2:4][C:3]1=[O:43].[ClH:44].CCOC(C)=O. The catalyst class is: 36. (2) Reactant: [NH2:1][C:2]1[CH:7]=[C:6]([CH3:8])[C:5]([NH:9][C:10](=[O:17])[CH2:11][CH:12]2[CH2:16][CH2:15][CH2:14][CH2:13]2)=[C:4]([CH3:18])[CH:3]=1.[F:19][C:20]([F:30])([F:29])[C:21]1[CH:28]=[CH:27][C:24]([CH:25]=O)=[CH:23][CH:22]=1.C([BH3-])#N.[Na+].C(=O)([O-])[O-].[Na+].[Na+]. Product: [CH:12]1([CH2:11][C:10]([NH:9][C:5]2[C:4]([CH3:18])=[CH:3][C:2]([NH:1][CH2:25][C:24]3[CH:23]=[CH:22][C:21]([C:20]([F:19])([F:29])[F:30])=[CH:28][CH:27]=3)=[CH:7][C:6]=2[CH3:8])=[O:17])[CH2:16][CH2:15][CH2:14][CH2:13]1. The catalyst class is: 477. (3) Reactant: [NH2:1][C@@H:2]1[CH2:7][CH2:6][C@H:5]([CH2:8][C:9]([NH:11][C:12]2[CH:17]=[C:16]([C:18]([F:21])([F:20])[F:19])[CH:15]=[C:14]([C:22]([F:25])([F:24])[F:23])[CH:13]=2)=[O:10])[CH2:4][CH2:3]1.[OH:26][C@@H:27]([C:31]([CH3:34])([CH3:33])[CH3:32])[C:28](O)=[O:29].CN(C(ON1N=NC2C=CC=NC1=2)=[N+](C)C)C.F[P-](F)(F)(F)(F)F. Product: [F:25][C:22]([F:23])([F:24])[C:14]1[CH:13]=[C:12]([NH:11][C:9](=[O:10])[CH2:8][C@@H:5]2[CH2:4][CH2:3][C@H:2]([NH:1][C:28](=[O:29])[C@@H:27]([OH:26])[C:31]([CH3:34])([CH3:33])[CH3:32])[CH2:7][CH2:6]2)[CH:17]=[C:16]([C:18]([F:19])([F:20])[F:21])[CH:15]=1. The catalyst class is: 31. (4) Reactant: [O:1]1[C:5]2[CH:6]=[CH:7][CH:8]=[CH:9][C:4]=2[CH2:3][CH2:2]1.[C:10](Cl)(=[O:12])[CH3:11].[Cl-].Cl. Product: [O:1]1[C:5]2[CH:6]=[CH:7][C:8]([C:10](=[O:12])[CH3:11])=[CH:9][C:4]=2[CH2:3][CH2:2]1. The catalyst class is: 4.